Task: Predict the reactants needed to synthesize the given product.. Dataset: Full USPTO retrosynthesis dataset with 1.9M reactions from patents (1976-2016) (1) Given the product [CH2:16]([O:9][C:3]1[CH:4]=[CH:5][C:6]([CH3:8])=[CH:7][C:2]=1[Br:1])[C:17]1[CH:22]=[CH:21][CH:20]=[CH:19][CH:18]=1, predict the reactants needed to synthesize it. The reactants are: [Br:1][C:2]1[CH:7]=[C:6]([CH3:8])[CH:5]=[CH:4][C:3]=1[OH:9].C(=O)([O-])[O-].[K+].[K+].[CH2:16](Br)[C:17]1[CH:22]=[CH:21][CH:20]=[CH:19][CH:18]=1.O. (2) Given the product [C:1]([Si:5]([CH3:6])([CH3:7])[O:8][CH2:9][CH2:10][CH:11]=[CH:12][Sn:17]([CH2:18][CH2:19][CH2:20][CH3:21])([CH2:22][CH2:23][CH2:24][CH3:25])[CH2:13][CH2:14][CH2:15][CH3:16])([CH3:3])([CH3:4])[CH3:2], predict the reactants needed to synthesize it. The reactants are: [C:1]([Si:5]([O:8][CH2:9][CH2:10][C:11]#[CH:12])([CH3:7])[CH3:6])([CH3:4])([CH3:3])[CH3:2].[CH2:13]([SnH:17]([CH2:22][CH2:23][CH2:24][CH3:25])[CH2:18][CH2:19][CH2:20][CH3:21])[CH2:14][CH2:15][CH3:16].CC(N=NC(C#N)(C)C)(C#N)C. (3) Given the product [F:1][C:2]1[C:3]([C:24]([OH:26])=[O:25])=[N:4][CH:5]=[CH:6][C:7]=1[S:8][C:9]1[S:13][C:12]([NH:14][C:15]2[C:20]3[CH:21]=[CH:22][S:23][C:19]=3[CH:18]=[CH:17][N:16]=2)=[N:11][CH:10]=1, predict the reactants needed to synthesize it. The reactants are: [F:1][C:2]1[C:3]([C:24]([O:26]C)=[O:25])=[N:4][CH:5]=[CH:6][C:7]=1[S:8][C:9]1[S:13][C:12]([NH:14][C:15]2[C:20]3[CH:21]=[CH:22][S:23][C:19]=3[CH:18]=[CH:17][N:16]=2)=[N:11][CH:10]=1.[OH-].[Na+].Cl. (4) Given the product [CH2:1]([O:8][CH2:9][CH2:10][CH2:11][O:12][C:13]1[CH:14]=[CH:15][C:16]([CH:19]2[CH:24]([O:25][CH2:26][C:27]3[CH:36]=[CH:35][C:34]4[C:29](=[CH:30][CH:31]=[CH:32][CH:33]=4)[CH:28]=3)[CH2:23][NH:22][CH2:21][CH:20]2[CH2:44][O:45][CH3:46])=[CH:17][CH:18]=1)[C:2]1[CH:7]=[CH:6][CH:5]=[CH:4][CH:3]=1, predict the reactants needed to synthesize it. The reactants are: [CH2:1]([O:8][CH2:9][CH2:10][CH2:11][O:12][C:13]1[CH:18]=[CH:17][C:16]([CH:19]2[CH:24]([O:25][CH2:26][C:27]3[CH:36]=[CH:35][C:34]4[C:29](=[CH:30][CH:31]=[CH:32][CH:33]=4)[CH:28]=3)[CH2:23][N:22](C(OC(C)(C)C)=O)[CH2:21][CH:20]2[CH2:44][O:45][CH3:46])=[CH:15][CH:14]=1)[C:2]1[CH:7]=[CH:6][CH:5]=[CH:4][CH:3]=1.Cl. (5) Given the product [Cl:16][C:17]1[CH:18]=[CH:19][C:20]([C:23]2[CH:24]=[CH:25][C:26]([C:29]#[C:30][C:2]3[CH:7]=[CH:6][C:5]([C:8]#[C:9][CH2:10][N:11]4[CH2:15][CH2:14][CH2:13][CH2:12]4)=[CH:4][CH:3]=3)=[N:27][CH:28]=2)=[CH:21][CH:22]=1, predict the reactants needed to synthesize it. The reactants are: I[C:2]1[CH:7]=[CH:6][C:5]([C:8]#[C:9][CH2:10][N:11]2[CH2:15][CH2:14][CH2:13][CH2:12]2)=[CH:4][CH:3]=1.[Cl:16][C:17]1[CH:22]=[CH:21][C:20]([C:23]2[CH:24]=[CH:25][C:26]([C:29]#[CH:30])=[N:27][CH:28]=2)=[CH:19][CH:18]=1. (6) Given the product [OH:1][CH2:2][CH:3]([NH:32][CH2:33][C:34]([OH:36])=[O:35])[C:4]1[CH:5]=[CH:6][C:7]([C:10]2[N:14]=[C:13]([C:15]3[CH:20]=[CH:19][C:18]([C:21]4[CH:26]=[CH:25][CH:24]=[CH:23][C:22]=4[CH3:27])=[C:17]([C:28]([F:29])([F:30])[F:31])[CH:16]=3)[O:12][N:11]=2)=[CH:8][CH:9]=1, predict the reactants needed to synthesize it. The reactants are: [OH:1][CH2:2][CH:3]([NH:32][CH2:33][C:34]([O:36]C(C)(C)C)=[O:35])[C:4]1[CH:9]=[CH:8][C:7]([C:10]2[N:14]=[C:13]([C:15]3[CH:20]=[CH:19][C:18]([C:21]4[CH:26]=[CH:25][CH:24]=[CH:23][C:22]=4[CH3:27])=[C:17]([C:28]([F:31])([F:30])[F:29])[CH:16]=3)[O:12][N:11]=2)=[CH:6][CH:5]=1.Cl. (7) Given the product [Cl:13][C:14]1[CH:15]=[CH:16][C:17]([C@H:20]2[CH2:25][CH2:24][N:23]3[C:10](=[O:12])[C:3]4[C:2](=[C:6]([CH:7]([CH3:8])[CH3:9])[O:5][N:4]=4)[NH:1][C:22]3=[N:21]2)=[CH:18][CH:19]=1, predict the reactants needed to synthesize it. The reactants are: [NH2:1][C:2]1[C:3]([C:10]([OH:12])=O)=[N:4][O:5][C:6]=1[CH:7]([CH3:9])[CH3:8].[Cl:13][C:14]1[CH:19]=[CH:18][C:17]([C@H:20]2[CH2:25][CH2:24][NH:23][C:22](SC)=[N:21]2)=[CH:16][CH:15]=1.CN(C(ON1N=NC2C=CC=CC1=2)=[N+](C)C)C.[B-](F)(F)(F)F.CCN(C(C)C)C(C)C. (8) Given the product [CH2:1]1[C:9]2[C:4](=[CH:5][CH:6]=[CH:7][CH:8]=2)[CH2:3][CH:2]1[C@H:10]1[NH:15][C:14](=[O:16])[C@@H:13]([C@@H:17]([CH3:20])[CH2:18][CH3:19])[N:12]([C@H:21]([C:32]2[C:33]([CH3:39])=[N:34][C:35]([CH3:38])=[CH:36][CH:37]=2)[C:22]([NH:24][CH3:25])=[O:23])[C:11]1=[O:40], predict the reactants needed to synthesize it. The reactants are: [CH2:1]1[C:9]2[C:4](=[CH:5][CH:6]=[CH:7][CH:8]=2)[CH2:3][CH:2]1[C@H:10]1[NH:15][C:14](=[O:16])[C@@H:13]([C@@H:17]([CH3:20])[CH2:18][CH3:19])[N:12]([CH:21]([C:32]2[C:33]([CH3:39])=[N:34][C:35]([CH3:38])=[CH:36][CH:37]=2)[C:22]([NH:24][C:25]2C=CC=CC=2O)=[O:23])[C:11]1=[O:40].C(N1C=CN=C1)(N1C=CN=C1)=O.CN.O1CCCC1.